Dataset: Forward reaction prediction with 1.9M reactions from USPTO patents (1976-2016). Task: Predict the product of the given reaction. (1) Given the reactants [CH2:1]([CH:3]([C:6]1[C:7]2[N:8]([C:13](I)=[C:14]([CH3:16])[N:15]=2)[N:9]=[C:10]([CH3:12])[CH:11]=1)[CH2:4][CH3:5])[CH3:2].[CH3:18][N:19]1[CH:27]=[C:26]2[C:21]([CH:22]=[CH:23][CH:24]=[CH:25]2)=[N:20]1.C(=O)([O-])[O-].[Cs+].[Cs+], predict the reaction product. The product is: [CH3:18][N:19]1[C:27]([C:13]2[N:8]3[N:9]=[C:10]([CH3:12])[CH:11]=[C:6]([CH:3]([CH2:4][CH3:5])[CH2:1][CH3:2])[C:7]3=[N:15][C:14]=2[CH3:16])=[C:26]2[C:21]([CH:22]=[CH:23][CH:24]=[CH:25]2)=[N:20]1. (2) Given the reactants [NH2:1][C:2]1[N:7]=[CH:6][N:5]=[C:4]([CH2:8][N:9]2[CH:13]=[CH:12][N:11]=[C:10]2[C:14]2[CH:19]=[CH:18][CH:17]=[C:16]([F:20])[N:15]=2)[C:3]=1[CH2:21][CH2:22][CH3:23].Cl[CH2:25][CH:26]=O, predict the reaction product. The product is: [F:20][C:16]1[N:15]=[C:14]([C:10]2[N:9]([CH2:8][C:4]3[N:5]=[CH:6][N:7]4[CH:25]=[CH:26][N:1]=[C:2]4[C:3]=3[CH2:21][CH2:22][CH3:23])[CH:13]=[CH:12][N:11]=2)[CH:19]=[CH:18][CH:17]=1. (3) Given the reactants [Br:1][C:2]1[C:3](O)=[C:4]([C:11]([CH3:14])([CH3:13])[CH3:12])[CH:5]=[C:6](C(=O)C)[CH:7]=1.[CH:16]([O:21][CH3:22])([O:19][CH3:20])OC.[CH3:23]I.[C:25](=[O:28])([O-])[O-].[K+].[K+], predict the reaction product. The product is: [Br:1][C:2]1[CH:7]=[C:6]([C:16]([O:19][CH3:20])([O:21][CH3:22])[CH3:23])[CH:5]=[C:4]([C:11]([CH3:12])([CH3:14])[CH3:13])[C:3]=1[O:28][CH3:25]. (4) Given the reactants [Cl:1][C:2]1[CH:11]=[C:10](Cl)[C:9]2[C:4](=[C:5]([CH3:15])[CH:6]=[C:7]([O:13][CH3:14])[CH:8]=2)[N:3]=1.ClC1C=C([O:27][CH2:28][C:29]2[CH:34]=[CH:33][C:32]([O:35][CH3:36])=[CH:31][CH:30]=2)C2C(=C(Cl)C(OC)=CC=2)N=1, predict the reaction product. The product is: [Cl:1][C:2]1[CH:11]=[C:10]([O:27][CH2:28][C:29]2[CH:34]=[CH:33][C:32]([O:35][CH3:36])=[CH:31][CH:30]=2)[C:9]2[C:4](=[C:5]([CH3:15])[CH:6]=[C:7]([O:13][CH3:14])[CH:8]=2)[N:3]=1. (5) Given the reactants [F:1][C:2]1[CH:3]=[C:4]2[C:9](=[CH:10][CH:11]=1)[N:8]=[C:7]([C:12]([O:14][CH2:15][CH3:16])=[O:13])[NH:6][C:5]2=O.P(Cl)(Cl)([Cl:20])=O, predict the reaction product. The product is: [Cl:20][C:5]1[C:4]2[C:9](=[CH:10][CH:11]=[C:2]([F:1])[CH:3]=2)[N:8]=[C:7]([C:12]([O:14][CH2:15][CH3:16])=[O:13])[N:6]=1.